Dataset: NCI-60 drug combinations with 297,098 pairs across 59 cell lines. Task: Regression. Given two drug SMILES strings and cell line genomic features, predict the synergy score measuring deviation from expected non-interaction effect. (1) Drug 1: C1=C(C(=O)NC(=O)N1)N(CCCl)CCCl. Drug 2: CS(=O)(=O)OCCCCOS(=O)(=O)C. Cell line: NCI-H226. Synergy scores: CSS=17.6, Synergy_ZIP=-3.04, Synergy_Bliss=2.36, Synergy_Loewe=-4.96, Synergy_HSA=3.17. (2) Drug 1: CC1C(C(CC(O1)OC2CC(CC3=C2C(=C4C(=C3O)C(=O)C5=C(C4=O)C(=CC=C5)OC)O)(C(=O)C)O)N)O.Cl. Drug 2: CC1C(C(=O)NC(C(=O)N2CCCC2C(=O)N(CC(=O)N(C(C(=O)O1)C(C)C)C)C)C(C)C)NC(=O)C3=C4C(=C(C=C3)C)OC5=C(C(=O)C(=C(C5=N4)C(=O)NC6C(OC(=O)C(N(C(=O)CN(C(=O)C7CCCN7C(=O)C(NC6=O)C(C)C)C)C)C(C)C)C)N)C. Cell line: DU-145. Synergy scores: CSS=18.1, Synergy_ZIP=-3.05, Synergy_Bliss=1.59, Synergy_Loewe=0.421, Synergy_HSA=0.693.